From a dataset of Forward reaction prediction with 1.9M reactions from USPTO patents (1976-2016). Predict the product of the given reaction. (1) Given the reactants [CH3:1][C:2]1[N:3]([CH2:14][C:15]2[CH:16]=[N:17][CH:18]=[N:19][CH:20]=2)[C:4]2[C:9]([C:10]=1[C:11]([OH:13])=O)=[CH:8][CH:7]=[CH:6][CH:5]=2.C1C=C2N=NN(O)C2=CC=1.N.C(N(CC)CC)C.[NH2:39][CH2:40][C:41]1[C:42]([OH:49])=[N:43][C:44]([CH3:48])=[CH:45][C:46]=1[CH3:47], predict the reaction product. The product is: [CH3:47][C:46]1[CH:45]=[C:44]([CH3:48])[NH:43][C:42](=[O:49])[C:41]=1[CH2:40][NH:39][C:11]([C:10]1[C:9]2[C:4](=[CH:5][CH:6]=[CH:7][CH:8]=2)[N:3]([CH2:14][C:15]2[CH:20]=[N:19][CH:18]=[N:17][CH:16]=2)[C:2]=1[CH3:1])=[O:13]. (2) Given the reactants [Cl:1][C:2]1[CH:7]=[CH:6][C:5]([C:8]2[S:9][C:10]3[C:11](=[O:31])[N:12]([C:17]4[CH:22]=[CH:21][C:20]([N:23]5[CH2:28][CH2:27][O:26][CH2:25][CH2:24]5)=[C:19]([O:29][CH3:30])[CH:18]=4)[CH2:13][CH2:14][C:15]=3[N:16]=2)=[CH:4][CH:3]=1.Cl.CCOCC, predict the reaction product. The product is: [ClH:1].[Cl:1][C:2]1[CH:3]=[CH:4][C:5]([C:8]2[S:9][C:10]3[C:11](=[O:31])[N:12]([C:17]4[CH:22]=[CH:21][C:20]([N:23]5[CH2:24][CH2:25][O:26][CH2:27][CH2:28]5)=[C:19]([O:29][CH3:30])[CH:18]=4)[CH2:13][CH2:14][C:15]=3[N:16]=2)=[CH:6][CH:7]=1. (3) Given the reactants [F:1][C:2]([F:7])([F:6])[C:3]([OH:5])=[O:4].[F:8][C:9]([F:14])([F:13])[C:10]([OH:12])=[O:11].FC(F)(F)C(O)=O.[Cl:22][C:23]1[CH:24]=[N:25][C:26]2[NH:27][C:28]3[CH:29]=[N:30][CH:31]=[C:32]([CH:54]=3)[CH2:33][CH2:34][C:35]3[CH:43]=[C:39]([NH:40][C:41]=1[N:42]=2)[CH:38]=[CH:37][C:36]=3[NH:44][C:45](=[O:53])[CH2:46][CH:47]1[CH2:52][CH2:51][NH:50][CH2:49][CH2:48]1.[N:55]([C:58]1[CH:59]=[C:60]([CH:63]=[CH:64][CH:65]=1)[C:61]#[N:62])=[C:56]=[O:57], predict the reaction product. The product is: [F:1][C:2]([F:7])([F:6])[C:3]([OH:5])=[O:4].[F:8][C:9]([F:14])([F:13])[C:10]([OH:12])=[O:11].[Cl:22][C:23]1[CH:24]=[N:25][C:26]2[NH:27][C:28]3[CH:29]=[N:30][CH:31]=[C:32]([CH:54]=3)[CH2:33][CH2:34][C:35]3[CH:43]=[C:39]([NH:40][C:41]=1[N:42]=2)[CH:38]=[CH:37][C:36]=3[NH:44][C:45](=[O:53])[CH2:46][CH:47]1[CH2:52][CH2:51][N:50]([C:56]([NH:55][C:58]2[CH:65]=[CH:64][CH:63]=[C:60]([C:61]#[N:62])[CH:59]=2)=[O:57])[CH2:49][CH2:48]1.